From a dataset of Catalyst prediction with 721,799 reactions and 888 catalyst types from USPTO. Predict which catalyst facilitates the given reaction. (1) Reactant: [Br:1][C:2]1[CH:7]=[CH:6][C:5]([NH:8][C:9]2[C:14](C(O)=O)=[CH:13][N:12]3[CH:18]=[CH:19][N:20]=[C:11]3[C:10]=2[Cl:21])=[C:4]([Cl:22])[CH:3]=1.CC[N:25]([CH2:28]C)CC.C1C=CC(P(N=[N+]=[N-])(C2C=CC=CC=2)=[O:37])=CC=1. Product: [Br:1][C:2]1[CH:7]=[CH:6][C:5]([N:8]2[C:9]3=[C:10]([Cl:21])[C:11]4[N:12]([CH:18]=[CH:19][N:20]=4)[CH:13]=[C:14]3[NH:25][C:28]2=[O:37])=[C:4]([Cl:22])[CH:3]=1. The catalyst class is: 25. (2) Reactant: [C:1]([C:9]1[CH:13]=[CH:12][O:11][C:10]=1[C:14](NC(C)(C)C)=[O:15])(=[O:8])[C:2]1[CH:7]=[CH:6][CH:5]=[CH:4][CH:3]=1.S(=O)(=O)(O)[OH:22]. Product: [C:1]([C:9]1[CH:13]=[CH:12][O:11][C:10]=1[C:14]([OH:15])=[O:22])(=[O:8])[C:2]1[CH:3]=[CH:4][CH:5]=[CH:6][CH:7]=1. The catalyst class is: 38. (3) Reactant: [C:1]1([C:7]2[N:8](COCC[Si](C)(C)C)[C:9]([C:18]3[CH:19]=[C:20]([NH:24][S:25]([CH3:28])(=[O:27])=[O:26])[CH:21]=[CH:22][CH:23]=3)=[C:10]([C:12]3[CH:17]=[CH:16][N:15]=[CH:14][CH:13]=3)[N:11]=2)[CH:6]=[CH:5][CH:4]=[CH:3][CH:2]=1.[C:37]([OH:43])([C:39]([F:42])([F:41])[F:40])=[O:38]. Product: [OH:43][C:37]([C:39]([F:42])([F:41])[F:40])=[O:38].[OH:43][C:37]([C:39]([F:42])([F:41])[F:40])=[O:38].[C:1]1([C:7]2[NH:8][C:9]([C:18]3[CH:19]=[C:20]([NH:24][S:25]([CH3:28])(=[O:26])=[O:27])[CH:21]=[CH:22][CH:23]=3)=[C:10]([C:12]3[CH:13]=[CH:14][N:15]=[CH:16][CH:17]=3)[N:11]=2)[CH:2]=[CH:3][CH:4]=[CH:5][CH:6]=1. The catalyst class is: 2. (4) Reactant: [Br:1][C:2]1[CH:15]=[CH:14][C:13]2[C:12]([C:17]3[CH:22]=[CH:21][C:20]([F:23])=[CH:19][CH:18]=3)(O)[C:11]3[C:6](=[CH:7][CH:8]=[CH:9][CH:10]=3)[C:5]([C:25]3[CH:30]=[CH:29][C:28]([F:31])=[CH:27][CH:26]=3)(O)[C:4]=2[CH:3]=1.[I-].[K+].O.[PH2](=O)[O-].[Na+].[PH2](=O)O. Product: [Br:1][C:2]1[CH:15]=[CH:14][C:13]2[C:4](=[C:5]([C:25]3[CH:30]=[CH:29][C:28]([F:31])=[CH:27][CH:26]=3)[C:6]3[C:11]([C:12]=2[C:17]2[CH:18]=[CH:19][C:20]([F:23])=[CH:21][CH:22]=2)=[CH:10][CH:9]=[CH:8][CH:7]=3)[CH:3]=1. The catalyst class is: 15. (5) Reactant: [N+:1]([C:4]1[CH:13]=[C:12]([C:14]([OH:16])=[O:15])[CH:11]=[CH:10][C:5]=1[C:6]([O:8][CH3:9])=[O:7])([O-:3])=[O:2].C([O-])([O-])=O.[K+].[K+].[CH2:23](Br)[C:24]1[CH:29]=[CH:28][CH:27]=[CH:26][CH:25]=1.O. Product: [N+:1]([C:4]1[CH:13]=[C:12]([CH:11]=[CH:10][C:5]=1[C:6]([O:8][CH3:9])=[O:7])[C:14]([O:16][CH2:23][C:24]1[CH:29]=[CH:28][CH:27]=[CH:26][CH:25]=1)=[O:15])([O-:3])=[O:2]. The catalyst class is: 9. (6) Reactant: [CH3:1][S:2]([C:5]1[CH:10]=[CH:9][C:8]([C:11]2[CH:16]=[C:15]([CH2:17][C:18]([C:20]3[CH:25]=[CH:24][CH:23]=[C:22]([CH3:26])[N:21]=3)=O)[CH:14]=[CH:13][N:12]=2)=[CH:7][CH:6]=1)(=[O:4])=[O:3].[NH+]1C=CC=CC=1.[NH2:33][C:34]([NH2:36])=[S:35]. Product: [CH3:1][S:2]([C:5]1[CH:10]=[CH:9][C:8]([C:11]2[CH:16]=[C:15]([C:17]3[S:35][C:34]([NH2:36])=[N:33][C:18]=3[C:20]3[CH:25]=[CH:24][CH:23]=[C:22]([CH3:26])[N:21]=3)[CH:14]=[CH:13][N:12]=2)=[CH:7][CH:6]=1)(=[O:4])=[O:3]. The catalyst class is: 2. (7) Reactant: C([N:8]1[CH2:13][C@@H:12]([CH3:14])[O:11][C@H:10]([C:15]([F:18])([F:17])[F:16])[CH2:9]1)C1C=CC=CC=1.[H][H]. Product: [F:18][C:15]([F:16])([F:17])[C@H:10]1[O:11][C@H:12]([CH3:14])[CH2:13][NH:8][CH2:9]1. The catalyst class is: 19.